Task: Regression. Given two drug SMILES strings and cell line genomic features, predict the synergy score measuring deviation from expected non-interaction effect.. Dataset: NCI-60 drug combinations with 297,098 pairs across 59 cell lines (1) Drug 1: CC1=C(C=C(C=C1)NC(=O)C2=CC=C(C=C2)CN3CCN(CC3)C)NC4=NC=CC(=N4)C5=CN=CC=C5. Drug 2: C#CCC(CC1=CN=C2C(=N1)C(=NC(=N2)N)N)C3=CC=C(C=C3)C(=O)NC(CCC(=O)O)C(=O)O. Cell line: HT29. Synergy scores: CSS=51.7, Synergy_ZIP=4.87, Synergy_Bliss=0.691, Synergy_Loewe=-13.6, Synergy_HSA=-2.00. (2) Drug 1: CCC1=CC2CC(C3=C(CN(C2)C1)C4=CC=CC=C4N3)(C5=C(C=C6C(=C5)C78CCN9C7C(C=CC9)(C(C(C8N6C)(C(=O)OC)O)OC(=O)C)CC)OC)C(=O)OC.C(C(C(=O)O)O)(C(=O)O)O. Drug 2: C1CN(CCN1C(=O)CCBr)C(=O)CCBr. Cell line: HOP-92. Synergy scores: CSS=36.1, Synergy_ZIP=0.734, Synergy_Bliss=2.54, Synergy_Loewe=-16.5, Synergy_HSA=5.24.